Task: Predict the reaction yield, written as a fraction of the theoretical maximum amount of product (1.0 means a 100% yield; for example, 0.34 means a 34% yield).. Dataset: Reaction yield outcomes from USPTO patents with 853,638 reactions The reactants are [CH3:1][O:2][C:3]1[CH:8]=[CH:7][C:6]([NH:9][C:10]2[C:11](=[O:22])[NH:12][C:13](=[O:21])[C:14]=2[C:15]2[CH:20]=[CH:19][CH:18]=[CH:17][CH:16]=2)=[CH:5][CH:4]=1.[C:23]([O:27][CH2:28][CH3:29])(=[O:26])[CH2:24]O.C(P(CCCC)CCCC)CCC.N(C(N1CCCCC1)=O)=NC(N1CCCCC1)=O. The catalyst is C1COCC1.CC#N.O. The product is [CH3:1][O:2][C:3]1[CH:4]=[CH:5][C:6]([NH:9][C:10]2[C:11](=[O:22])[N:12]([CH2:24][C:23]([O:27][CH2:28][CH3:29])=[O:26])[C:13](=[O:21])[C:14]=2[C:15]2[CH:20]=[CH:19][CH:18]=[CH:17][CH:16]=2)=[CH:7][CH:8]=1. The yield is 0.410.